Dataset: Full USPTO retrosynthesis dataset with 1.9M reactions from patents (1976-2016). Task: Predict the reactants needed to synthesize the given product. (1) The reactants are: Cl.[NH2:2][C@@H:3]1[CH2:8][CH2:7][C@H:6]([NH:9][C:10](=[O:27])[C:11]2[CH:16]=[C:15]([F:17])[CH:14]=[N:13][C:12]=2[O:18][C:19]2[CH:24]=[CH:23][CH:22]=[C:21]([S:25][CH3:26])[CH:20]=2)[CH2:5][CH2:4]1.C(N(CC)CC)C.[C:35](O)(=[O:38])[CH2:36][CH3:37].Cl.CN(C)CCCN=C=NCC.ON1C2C=CC=CC=2N=N1. Given the product [F:17][C:15]1[CH:14]=[N:13][C:12]([O:18][C:19]2[CH:24]=[CH:23][CH:22]=[C:21]([S:25][CH3:26])[CH:20]=2)=[C:11]([CH:16]=1)[C:10]([NH:9][C@H:6]1[CH2:7][CH2:8][C@@H:3]([NH:2][C:35](=[O:38])[CH2:36][CH3:37])[CH2:4][CH2:5]1)=[O:27], predict the reactants needed to synthesize it. (2) Given the product [C:1]1([CH3:12])[CH:2]=[CH:3][C:4]([CH:7]([C:8]2[NH:9][CH2:13][CH2:14][N:15]=2)[CH2:10][CH3:11])=[CH:5][CH:6]=1, predict the reactants needed to synthesize it. The reactants are: [C:1]1([CH3:12])[CH:6]=[CH:5][C:4]([CH:7]([CH2:10][CH3:11])[C:8]#[N:9])=[CH:3][CH:2]=1.[CH2:13](N)[CH2:14][NH2:15]. (3) Given the product [N:34]1([C:23]([C:20]2[CH:21]=[CH:22][N:18]([C:15]3[CH:14]=[CH:13][C:12]([O:11][CH:8]4[CH2:7][CH2:6][N:5]([CH:1]5[CH2:2][CH2:3][CH2:4]5)[CH2:10][CH2:9]4)=[CH:17][CH:16]=3)[CH:19]=2)=[O:24])[CH2:33][CH2:36][CH2:35]1, predict the reactants needed to synthesize it. The reactants are: [CH:1]1([N:5]2[CH2:10][CH2:9][CH:8]([O:11][C:12]3[CH:17]=[CH:16][C:15]([N:18]4[CH:22]=[CH:21][C:20]([C:23](O)=[O:24])=[CH:19]4)=[CH:14][CH:13]=3)[CH2:7][CH2:6]2)[CH2:4][CH2:3][CH2:2]1.Cl.CN(C)CCCN=[C:33]=[N:34][CH2:35][CH3:36].O.ON1C2C=CC=CC=2N=N1.N1CC1. (4) Given the product [CH3:23][O:24][C:25]([C:26]1[CH:31]=[CH:30][C:29]2[O:32][C:17]([CH2:16][O:15][C:14]3[CH:13]=[CH:12][C:11]([C:1]45[CH2:10][CH:5]6[CH2:6][CH:7]([CH2:9][CH:3]([CH2:4]6)[CH2:2]4)[CH2:8]5)=[CH:22][CH:21]=3)=[N:33][C:28]=2[CH:27]=1)=[O:34], predict the reactants needed to synthesize it. The reactants are: [C:1]12([C:11]3[CH:22]=[CH:21][C:14]([O:15][CH2:16][CH2:17]C(O)=O)=[CH:13][CH:12]=3)[CH2:10][CH:5]3[CH2:6][CH:7]([CH2:9][CH:3]([CH2:4]3)[CH2:2]1)[CH2:8]2.[CH3:23][O:24][C:25](=[O:34])[C:26]1[CH:31]=[CH:30][C:29]([OH:32])=[C:28]([NH2:33])[CH:27]=1.ClCCl.[OH-].[Na+]. (5) Given the product [NH2:28][C@@H:4]([CH2:5][C@H:6]1[CH2:17][CH2:16][C:15]2[S:14][C:13]3[N:12]=[CH:11][N:10]=[C:9]([O:18][CH:19]4[CH2:20][CH2:21][CH:22]([N:25]([CH3:26])[CH3:27])[CH2:23][CH2:24]4)[C:8]=3[C:7]1=2)[C:1]([NH2:2])=[O:3], predict the reactants needed to synthesize it. The reactants are: [C:1]([C@@H:4]([NH:28]C(=O)OCC1C=CC=CC=1)[CH2:5][C@H:6]1[CH2:17][CH2:16][C:15]2[S:14][C:13]3[N:12]=[CH:11][N:10]=[C:9]([O:18][CH:19]4[CH2:24][CH2:23][CH:22]([N:25]([CH3:27])[CH3:26])[CH2:21][CH2:20]4)[C:8]=3[C:7]1=2)(=[O:3])[NH2:2].Cl. (6) Given the product [C:11]([C:10]1[CH:9]=[N:8][N:6]2[CH:7]=[C:2]([C:48]3[CH:47]=[CH:46][C:45]([N:42]4[CH2:41][CH2:40][N:39]([C:37]([O:36][C:32]([CH3:35])([CH3:34])[CH3:33])=[O:38])[CH2:44][CH2:43]4)=[CH:50][CH:49]=3)[CH:3]=[C:4]([O:13][C@@H:14]([C@@H:16]3[CH2:20][C:19](=[O:21])[N:18]([C@@H:22]([C:24]4[CH:29]=[CH:28][C:27]([O:30][CH3:31])=[CH:26][CH:25]=4)[CH3:23])[CH2:17]3)[CH3:15])[C:5]=12)#[N:12], predict the reactants needed to synthesize it. The reactants are: Br[C:2]1[CH:3]=[C:4]([O:13][C@@H:14]([C@@H:16]2[CH2:20][C:19](=[O:21])[N:18]([C@@H:22]([C:24]3[CH:29]=[CH:28][C:27]([O:30][CH3:31])=[CH:26][CH:25]=3)[CH3:23])[CH2:17]2)[CH3:15])[C:5]2[N:6]([N:8]=[CH:9][C:10]=2[C:11]#[N:12])[CH:7]=1.[C:32]([O:36][C:37]([N:39]1[CH2:44][CH2:43][N:42]([C:45]2[CH:50]=[CH:49][C:48](B(O)O)=[CH:47][CH:46]=2)[CH2:41][CH2:40]1)=[O:38])([CH3:35])([CH3:34])[CH3:33].C(=O)([O-])[O-].[Cs+].[Cs+].O1CCOCC1. (7) Given the product [CH3:13][O:14][C:2]1[N:7]=[C:6]([S:8]([NH2:11])(=[O:10])=[O:9])[CH:5]=[C:4]([CH3:12])[CH:3]=1, predict the reactants needed to synthesize it. The reactants are: Cl[C:2]1[N:7]=[C:6]([S:8]([NH2:11])(=[O:10])=[O:9])[CH:5]=[C:4]([CH3:12])[CH:3]=1.[CH3:13][OH:14].